From a dataset of Forward reaction prediction with 1.9M reactions from USPTO patents (1976-2016). Predict the product of the given reaction. (1) Given the reactants [CH2:1]1[C:9]2[C:4]3=[C:5]([CH:10]=[CH:11][N:3]3[CH2:2]1)[CH:6]=[CH:7][CH:8]=2.C(Cl)(=O)C(Cl)=[O:14].CO.[C:20]([O:23][CH2:24]C)(=[O:22])[CH3:21], predict the reaction product. The product is: [CH3:24][O:23][C:20](=[O:22])[C:21]([C:1]1[C:9]2[C:4]3=[C:5]([CH2:10][CH2:11][N:3]3[CH:2]=1)[CH:6]=[CH:7][CH:8]=2)=[O:14]. (2) Given the reactants [CH3:1][O:2][C:3](=[O:15])[CH2:4][O:5][CH2:6][CH2:7][O:8]C1CCCCO1.C1(C)C=CC(S([O-])(=O)=O)=CC=1.[NH+]1C=CC=CC=1, predict the reaction product. The product is: [OH:8][CH2:7][CH2:6][O:5][CH2:4][C:3]([O:2][CH3:1])=[O:15]. (3) Given the reactants C([SiH](CC)CC)C.[CH3:8][O:9][C:10](=[O:41])[C:11]([C:13]1[C:21]2[C:16](=[CH:17][CH:18]=[CH:19][CH:20]=2)[NH:15][C:14]=1[C:22]1[CH:27]=[CH:26][C:25]([Cl:28])=[C:24]([NH:29][S:30]([CH2:33][C:34]2[CH:39]=[CH:38][CH:37]=[C:36]([Cl:40])[CH:35]=2)(=[O:32])=[O:31])[CH:23]=1)=O, predict the reaction product. The product is: [CH3:8][O:9][C:10](=[O:41])[CH2:11][C:13]1[C:21]2[C:16](=[CH:17][CH:18]=[CH:19][CH:20]=2)[NH:15][C:14]=1[C:22]1[CH:27]=[CH:26][C:25]([Cl:28])=[C:24]([NH:29][S:30]([CH2:33][C:34]2[CH:39]=[CH:38][CH:37]=[C:36]([Cl:40])[CH:35]=2)(=[O:32])=[O:31])[CH:23]=1. (4) Given the reactants [C:1]([C:4]1[CH:13]=[C:12]([OH:14])[C:11]2[C:6](=[CH:7][CH:8]=[CH:9][CH:10]=2)[N:5]=1)([OH:3])=[O:2].C(=O)([O-])[O-].[Cs+].[Cs+].[CH2:21](Br)[C:22]1[CH:27]=[CH:26][CH:25]=[CH:24][CH:23]=1, predict the reaction product. The product is: [CH2:21]([O:2][C:1]([C:4]1[CH:13]=[C:12]([O:14][CH2:12][C:11]2[CH:6]=[CH:7][CH:8]=[CH:9][CH:10]=2)[C:11]2[C:6](=[CH:7][CH:8]=[CH:9][CH:10]=2)[N:5]=1)=[O:3])[C:22]1[CH:27]=[CH:26][CH:25]=[CH:24][CH:23]=1. (5) Given the reactants [CH3:1][C:2]1[N:3]=[C:4]2[S:22][CH:21]=[CH:20][N:5]2[C:6](=[O:19])[C:7]=1[C:8]1[CH:13]=[CH:12][C:11]([O:14][C:15]([F:18])([F:17])[F:16])=[CH:10][CH:9]=1.[CH3:23][O:24][C:25]1[C:26]([O:33][CH2:34][CH2:35][O:36][CH3:37])=[C:27]([CH:30]=[CH:31][CH:32]=1)[CH:28]=O.[O-]CC.[Na+], predict the reaction product. The product is: [CH3:23][O:24][C:25]1[C:26]([O:33][CH2:34][CH2:35][O:36][CH3:37])=[C:27](/[CH:28]=[CH:1]/[C:2]2[N:3]=[C:4]3[S:22][CH:21]=[CH:20][N:5]3[C:6](=[O:19])[C:7]=2[C:8]2[CH:13]=[CH:12][C:11]([O:14][C:15]([F:17])([F:18])[F:16])=[CH:10][CH:9]=2)[CH:30]=[CH:31][CH:32]=1. (6) Given the reactants [F:1][C:2]1[CH:7]=[CH:6][C:5]([C:8]2[O:20][C:11]3[CH:12]=[CH:13][C:14]4[O:18][CH:17]([CH3:19])[CH2:16][C:15]=4[C:10]=3[C:9]=2[C:21]([O:23][CH3:24])=[O:22])=[CH:4][CH:3]=1.[N+:25]([O-])([OH:27])=[O:26], predict the reaction product. The product is: [F:1][C:2]1[CH:7]=[CH:6][C:5]([C:8]2[O:20][C:11]3[CH:12]=[C:13]([N+:25]([O-:27])=[O:26])[C:14]4[O:18][CH:17]([CH3:19])[CH2:16][C:15]=4[C:10]=3[C:9]=2[C:21]([O:23][CH3:24])=[O:22])=[CH:4][CH:3]=1. (7) Given the reactants [F:1][C:2]1[CH:3]=[C:4]2[C:9]3=[C:10]([O:13][CH2:14][C@H:15]([CH3:16])[N:8]3[CH:7]=[C:6]([C:17](O)=[O:18])[C:5]2=[O:20])[C:11]=1[F:12].[Cl:21][C:22]1[CH:29]=[C:28]([Cl:30])[CH:27]=[CH:26][C:23]=1[CH2:24][NH2:25], predict the reaction product. The product is: [Cl:21][C:22]1[CH:29]=[C:28]([Cl:30])[CH:27]=[CH:26][C:23]=1[CH2:24][NH:25][C:17]([C:6]1[C:5](=[O:20])[C:4]2[C:9]3=[C:10]([O:13][CH2:14][C@H:15]([CH3:16])[N:8]3[CH:7]=1)[C:11]([F:12])=[C:2]([F:1])[CH:3]=2)=[O:18]. (8) Given the reactants C[Si:2]([C:5]#N)([CH3:4])[CH3:3].[CH3:7][O:8][C:9]1[C:17]([O:18][CH3:19])=[CH:16][CH:15]=[C:14]2[C:10]=1[CH2:11][CH2:12][C:13]2=[O:20].[C:21](#[N:23])C, predict the reaction product. The product is: [CH3:5][Si:2]([CH3:3])([CH3:4])[O:20][C:13]1([C:21]#[N:23])[C:14]2[C:10](=[C:9]([O:8][CH3:7])[C:17]([O:18][CH3:19])=[CH:16][CH:15]=2)[CH2:11][CH2:12]1. (9) Given the reactants C(O[C:4]([C:6]1[C:7]2[S:14][CH:13]=[C:12]([CH2:15][O:16][C:17]3[CH:22]=[C:21]([C:23]4O[C:25]([CH3:28])=[N:26][N:27]=4)[CH:20]=[CH:19][C:18]=3[CH3:29])[C:8]=2[CH:9]=[N:10][CH:11]=1)=[O:5])C.[CH2:30]([CH2:32][NH2:33])[OH:31], predict the reaction product. The product is: [OH:31][CH2:30][CH2:32][NH:33][C:4]([C:6]1[C:7]2[S:14][CH:13]=[C:12]([CH2:15][O:16][C:17]3[CH:22]=[C:21]([C:23]4[N:33]([CH2:32][CH2:30][OH:31])[C:25]([CH3:28])=[N:26][N:27]=4)[CH:20]=[CH:19][C:18]=3[CH3:29])[C:8]=2[CH:9]=[N:10][CH:11]=1)=[O:5]. (10) Given the reactants [NH2:1][C:2]1[CH:3]=[C:4]2[C:9](=[CH:10][CH:11]=1)[CH:8]=[N:7][CH:6]=[CH:5]2.[C:12]1([CH3:22])[CH:17]=[CH:16][C:15]([S:18](Cl)(=[O:20])=[O:19])=[CH:14][CH:13]=1.O, predict the reaction product. The product is: [C:12]1([CH3:22])[CH:17]=[CH:16][C:15]([S:18]([NH:1][C:2]2[CH:3]=[C:4]3[C:9](=[CH:10][CH:11]=2)[CH:8]=[N:7][CH:6]=[CH:5]3)(=[O:20])=[O:19])=[CH:14][CH:13]=1.